This data is from Reaction yield outcomes from USPTO patents with 853,638 reactions. The task is: Predict the reaction yield, written as a fraction of the theoretical maximum amount of product (1.0 means a 100% yield; for example, 0.34 means a 34% yield). (1) The reactants are [C:1]([C:4]1[CH:9]=[CH:8][C:7]([S:10]([NH2:13])(=[O:12])=[O:11])=[CH:6][CH:5]=1)([OH:3])=[O:2].[CH:14](Cl)(Cl)Cl.C[Si](C=[N+]=[N-])(C)C. The catalyst is CO. The product is [CH3:14][O:2][C:1](=[O:3])[C:4]1[CH:9]=[CH:8][C:7]([S:10](=[O:12])(=[O:11])[NH2:13])=[CH:6][CH:5]=1. The yield is 0.980. (2) The reactants are FC(F)(F)C(O)=O.C(OC(=O)[NH:14][C@@H:15]([CH2:30][N:31]1[CH2:36][C:35](=[O:37])[N:34]([C:38]2[C:43]([F:44])=[CH:42][CH:41]=[CH:40][C:39]=2[F:45])[CH2:33][C:32]1([CH3:47])[CH3:46])[C@@H:16]([OH:29])[CH2:17][C@H:18]([C:20](=[O:28])[NH:21][CH:22]1[CH2:27][CH2:26][CH2:25][CH2:24][CH2:23]1)[CH3:19])(C)(C)C.[C:49]([OH:56])(=[O:55])/[CH:50]=[CH:51]/[C:52]([OH:54])=[O:53].[CH:57]1([NH:63][C:64](=[O:90])[C@H:65]([CH3:89])[CH2:66][C@H:67]([OH:88])[C@@H:68]([NH2:87])[CH2:69][N:70]2[CH2:75][C:74](=[O:76])[N:73]([C:77]3[C:82]([F:83])=[CH:81][CH:80]=[CH:79][C:78]=3[F:84])[CH2:72][C:71]2([CH3:86])[CH3:85])[CH2:62][CH2:61][CH2:60][CH2:59][CH2:58]1. The catalyst is C(Cl)Cl.CO. The product is [C:49]([OH:56])(=[O:55])/[CH:50]=[CH:51]/[C:52]([OH:54])=[O:53].[CH:22]1([NH:21][C:20](=[O:28])[C@H:18]([CH3:19])[CH2:17][C@H:16]([OH:29])[C@@H:15]([NH2:14])[CH2:30][N:31]2[CH2:36][C:35](=[O:37])[N:34]([C:38]3[C:43]([F:44])=[CH:42][CH:41]=[CH:40][C:39]=3[F:45])[CH2:33][C:32]2([CH3:46])[CH3:47])[CH2:27][CH2:26][CH2:25][CH2:24][CH2:23]1.[NH2:87][C@@H:68]([CH2:69][N:70]1[CH2:75][C:74](=[O:76])[N:73]([C:77]2[C:78]([F:84])=[CH:79][CH:80]=[CH:81][C:82]=2[F:83])[CH2:72][C:71]1([CH3:85])[CH3:86])[C@@H:67]([OH:88])[CH2:66][C@@H:65]([CH3:89])[C:64]([NH:63][CH:57]1[CH2:58][CH2:59][CH2:60][CH2:61][CH2:62]1)=[O:90]. The yield is 0.900. (3) The reactants are C(Br)C1C=CC=CC=1.I[CH2:10][CH2:11][CH2:12][CH3:13].[CH3:14][C:15]1[N:16]=[C:17]([N:25]2[CH2:29][CH2:28][NH:27][C:26]2=[O:30])[S:18][C:19]=1[C:20]([O:22][CH2:23][CH3:24])=[O:21]. No catalyst specified. The product is [CH2:10]([N:27]1[CH2:28][CH2:29][N:25]([C:17]2[S:18][C:19]([C:20]([O:22][CH2:23][CH3:24])=[O:21])=[C:15]([CH3:14])[N:16]=2)[C:26]1=[O:30])[CH2:11][CH2:12][CH3:13]. The yield is 0.730. (4) The reactants are [NH:1]1[CH2:6][CH2:5][O:4][CH2:3][C:2]1=[O:7].[H-].[Na+].[H][H].F[C:13]1[CH:18]=[CH:17][C:16]([N+:19]([O-:21])=[O:20])=[CH:15][CH:14]=1. The catalyst is CN1CCCC1=O. The product is [N:1]1([C:13]2[CH:18]=[CH:17][C:16]([N+:19]([O-:21])=[O:20])=[CH:15][CH:14]=2)[CH2:6][CH2:5][O:4][CH2:3][C:2]1=[O:7]. The yield is 0.176. (5) The reactants are [Br:1][C:2]1[C:3](F)=[C:4]2[C:10]([NH:11][C:12](=[O:16])[CH2:13][O:14][CH3:15])=[CH:9][NH:8][C:5]2=[N:6][CH:7]=1.[NH:18]1[CH2:23][CH2:22][CH2:21][C@@H:20]([NH:24][C:25](=[O:31])[O:26][C:27]([CH3:30])([CH3:29])[CH3:28])[CH2:19]1. The catalyst is CCCCO. The product is [Br:1][C:2]1[C:3]([N:18]2[CH2:23][CH2:22][CH2:21][C@@H:20]([NH:24][C:25](=[O:31])[O:26][C:27]([CH3:29])([CH3:28])[CH3:30])[CH2:19]2)=[C:4]2[C:10]([NH:11][C:12](=[O:16])[CH2:13][O:14][CH3:15])=[CH:9][NH:8][C:5]2=[N:6][CH:7]=1. The yield is 0.320.